From a dataset of Reaction yield outcomes from USPTO patents with 853,638 reactions. Predict the reaction yield, written as a fraction of the theoretical maximum amount of product (1.0 means a 100% yield; for example, 0.34 means a 34% yield). (1) The reactants are [CH3:1][O:2][C:3]([NH:5][C@H:6]([C:10]([N:12]1[CH2:16][CH2:15][CH2:14][C@@H:13]1[C:17]1[NH:18][C:19]([C:22]2[CH:23]=[CH:24][C:25]3[C:54]4[C:30](=[C:31]5[C:51](=[CH:52][CH:53]=4)[C:35]4[N:36]=[C:37]([C@@H:39]6[CH2:43][CH2:42][CH2:41][N:40]6C(OC(C)(C)C)=O)[NH:38][C:34]=4[CH:33]=[CH:32]5)[O:29][CH2:28][C:26]=3[CH:27]=2)=[CH:20][N:21]=1)=[O:11])[CH:7]([CH3:9])[CH3:8])=[O:4].Cl.[CH3:56][O:57][C:58]([NH:60][C@H:61]([C:65]1[CH:70]=[CH:69][CH:68]=[CH:67][CH:66]=1)[C:62]([OH:64])=O)=[O:59].CCOC(C(C#N)=NOC(N1CCOCC1)=[N+](C)C)=O.F[P-](F)(F)(F)(F)F.C(N(C(C)C)CC)(C)C. The catalyst is C(#N)C.CO.[OH-].[Na+].C(OCC)(=O)C.C(O)C. The product is [CH3:56][O:57][C:58]([NH:60][C@H:61]([C:65]1[CH:70]=[CH:69][CH:68]=[CH:67][CH:66]=1)[C:62]([N:40]1[CH2:41][CH2:42][CH2:43][C@H:39]1[C:37]1[NH:38][C:34]2[CH:33]=[CH:32][C:31]3[C:51](=[CH:52][CH:53]=[C:54]4[C:25]5[CH:24]=[CH:23][C:22]([C:19]6[NH:18][C:17]([C@H:13]7[CH2:14][CH2:15][CH2:16][N:12]7[C:10](=[O:11])[C@@H:6]([NH:5][C:3](=[O:4])[O:2][CH3:1])[CH:7]([CH3:9])[CH3:8])=[N:21][CH:20]=6)=[CH:27][C:26]=5[CH2:28][O:29][C:30]4=3)[C:35]=2[N:36]=1)=[O:64])=[O:59]. The yield is 0.510. (2) The reactants are [Cl:1][C:2]1[CH:7]=[CH:6][CH:5]=[CH:4][C:3]=1[N:8]1[C:12]([S:13][C:14]2[CH:15]=[N:16][CH:17]=[C:18]([F:20])[CH:19]=2)=[CH:11][C:10]([C:21](OCC)=[O:22])=[N:9]1.[H-].C([Al+]CC(C)C)C(C)C.C1(C)C=CC=CC=1.O.O.O.O.O.O.O.O.O.O.[O-]S([O-])(=O)=O.[Na+].[Na+]. The catalyst is O1CCCC1. The product is [Cl:1][C:2]1[CH:7]=[CH:6][CH:5]=[CH:4][C:3]=1[N:8]1[C:12]([S:13][C:14]2[CH:15]=[N:16][CH:17]=[C:18]([F:20])[CH:19]=2)=[CH:11][C:10]([CH2:21][OH:22])=[N:9]1. The yield is 0.870. (3) The reactants are [F:1][C:2]([F:29])([F:28])[C:3]1[C:12]([O:13][C@H:14]2[CH2:19][CH2:18][C@@H:17]([C:20]([F:23])([F:22])[F:21])[CH2:16][CH2:15]2)=[CH:11][CH:10]=[C:9]2[C:4]=1[CH:5]=[CH:6][C:7]([CH2:24][C:25]([OH:27])=O)=[CH:8]2.CN(C(ON1N=N[C:40]2[CH:41]=[CH:42][CH:43]=[N:44][C:39]1=2)=[N+](C)C)C.F[P-](F)(F)(F)(F)F.[OH2:54]. The catalyst is C(Cl)Cl. The product is [F:1][C:2]([F:29])([F:28])[C:3]1[C:12]([O:13][C@H:14]2[CH2:15][CH2:16][C@@H:17]([C:20]([F:23])([F:21])[F:22])[CH2:18][CH2:19]2)=[CH:11][CH:10]=[C:9]2[C:4]=1[CH:5]=[CH:6][C:7]([CH2:24][C:25]([N:44]1[CH:43]3[CH2:42][CH2:41][CH2:40][CH:39]1[CH2:2][CH:3]([C:12]([O:13][CH3:14])=[O:54])[CH2:4]3)=[O:27])=[CH:8]2. The yield is 0.800. (4) The reactants are [C:1]([C:5]1[CH:9]=[C:8]([NH2:10])[NH:7][N:6]=1)([CH3:4])([CH3:3])[CH3:2].CO[CH:13](OC)[N:14]([CH3:16])[CH3:15]. No catalyst specified. The product is [C:1]([C:5]1[CH:9]=[C:8](/[N:10]=[CH:13]/[N:14]([CH3:16])[CH3:15])[NH:7][N:6]=1)([CH3:4])([CH3:3])[CH3:2]. The yield is 0.990. (5) The reactants are [N+:1]([C:4]1[CH:13]=[CH:12][CH:11]=[CH:10][C:5]=1[C:6]([NH:8][NH2:9])=[O:7])([O-:3])=[O:2].C(=O)(O)[O-].[Na+].[CH:19]1([C:24](Cl)=[O:25])[CH2:23][CH2:22][CH2:21][CH2:20]1. The catalyst is C(OCC)(=O)C. The product is [CH:19]1([C:24]([NH:9][NH:8][C:6](=[O:7])[C:5]2[CH:10]=[CH:11][CH:12]=[CH:13][C:4]=2[N+:1]([O-:3])=[O:2])=[O:25])[CH2:23][CH2:22][CH2:21][CH2:20]1. The yield is 0.620. (6) The catalyst is CN(C)C=O.CN1CCCC1=O. The yield is 0.430. The product is [CH:40]1([C:38]([NH:37][C:35]2[N:36]=[C:31]3[CH:30]=[CH:29][C:28]([O:27][C:26]4[CH:25]=[C:24]([NH:23][C:6](=[O:8])[C:5]5[CH:9]=[CH:10][CH:11]=[C:3]([O:2][CH3:1])[CH:4]=5)[CH:45]=[CH:44][CH:43]=4)=[N:33][N:32]3[CH:34]=2)=[O:39])[CH2:41][CH2:42]1. The reactants are [CH3:1][O:2][C:3]1[CH:4]=[C:5]([CH:9]=[CH:10][CH:11]=1)[C:6]([OH:8])=O.C(Cl)(=O)C(Cl)=O.O1CCCC1.[NH2:23][C:24]1[CH:25]=[C:26]([CH:43]=[CH:44][CH:45]=1)[O:27][C:28]1[CH:29]=[CH:30][C:31]2[N:32]([CH:34]=[C:35]([NH:37][C:38]([CH:40]3[CH2:42][CH2:41]3)=[O:39])[N:36]=2)[N:33]=1. (7) The reactants are [CH:1]([NH:4][C:5](=[NH:7])[CH3:6])([CH3:3])[CH3:2].Br[C:9](=[CH:13]OC)[C:10](=[O:12])[CH3:11].C(N(CC)CC)C.S(=O)(=O)(O)O. The catalyst is C(O)(C)C. The product is [C:10]([C:9]1[N:4]([CH:1]([CH3:3])[CH3:2])[C:5]([CH3:6])=[N:7][CH:13]=1)(=[O:12])[CH3:11]. The yield is 0.610.